From a dataset of Full USPTO retrosynthesis dataset with 1.9M reactions from patents (1976-2016). Predict the reactants needed to synthesize the given product. (1) Given the product [CH3:1][O:2][C:3]1[CH:8]=[CH:7][C:6]([C:14]2[CH:19]=[CH:18][C:17]([S:20]([OH:23])(=[O:22])=[O:21])=[CH:16][CH:15]=2)=[CH:5][CH:4]=1, predict the reactants needed to synthesize it. The reactants are: [CH3:1][O:2][C:3]1[CH:8]=[CH:7][C:6](B(O)O)=[CH:5][CH:4]=1.[Na].Br[C:14]1[CH:19]=[CH:18][C:17]([S:20]([O-:23])(=[O:22])=[O:21])=[CH:16][CH:15]=1.C([O-])([O-])=O.[Na+].[Na+]. (2) Given the product [CH3:16][O:15][N:13]1[CH:14]=[C:10]2[CH:9]=[N:8][C:7]3[CH:2]=[C:3]([CH3:20])[CH2:4][N:5]([CH2:17][CH2:18][CH3:19])[C:6]=3[N:11]2[CH2:12]1, predict the reactants needed to synthesize it. The reactants are: Cl[C:2]1[C:7]2[N:8]=[CH:9][C:10]3[N:11]([CH2:12][N:13]([O:15][CH3:16])[CH:14]=3)[C:6]=2[N:5]([CH2:17][CH2:18][CH3:19])[CH2:4][C:3]=1[CH3:20].C(N(CC)CC)C.[H][H]. (3) Given the product [CH3:1][O:2][C:3]1[CH:4]=[C:5]2[C:9](=[CH:10][CH:11]=1)[CH:8]([NH2:12])[CH2:7][CH2:6]2, predict the reactants needed to synthesize it. The reactants are: [CH3:1][O:2][C:3]1[CH:4]=[C:5]2[C:9](=[CH:10][CH:11]=1)[C:8](=[N:12]O)[CH2:7][CH2:6]2.N. (4) Given the product [Cl:5][C:6]1[CH:14]=[C:13]([Cl:15])[CH:12]=[CH:11][C:7]=1[C:8]([C:21]1[N:17]([CH3:16])[C:18]([CH2:22][C:23]#[N:24])=[CH:19][CH:20]=1)=[O:9], predict the reactants needed to synthesize it. The reactants are: [Cl-].[Al+3].[Cl-].[Cl-].[Cl:5][C:6]1[CH:14]=[C:13]([Cl:15])[CH:12]=[CH:11][C:7]=1[C:8](Cl)=[O:9].[CH3:16][N:17]1[CH:21]=[CH:20][CH:19]=[C:18]1[CH2:22][C:23]#[N:24].Cl. (5) Given the product [NH2:3][C:4]1[C:13]([I:1])=[CH:12][C:7]([C:8]([O:10][CH3:11])=[O:9])=[CH:6][N:5]=1, predict the reactants needed to synthesize it. The reactants are: [I:1]I.[NH2:3][C:4]1[CH:13]=[CH:12][C:7]([C:8]([O:10][CH3:11])=[O:9])=[CH:6][N:5]=1.CO.C(Cl)(Cl)Cl. (6) Given the product [CH3:1][O:2][C:3]([C:5]1[N:6]=[C:7]([CH2:18][CH:19]2[CH2:20][CH2:21][CH2:22][CH2:23]2)[C:8]2[C:13]([CH:14]=1)=[CH:12][CH:11]=[C:10]([C:15](=[O:17])[NH:34][CH:31]1[CH2:32][CH2:33][CH:28]([C:24]([CH3:27])([CH3:26])[CH3:25])[CH2:29][CH2:30]1)[CH:9]=2)=[O:4], predict the reactants needed to synthesize it. The reactants are: [CH3:1][O:2][C:3]([C:5]1[N:6]=[C:7]([CH2:18][CH:19]2[CH2:23][CH2:22][CH2:21][CH2:20]2)[C:8]2[C:13]([CH:14]=1)=[CH:12][CH:11]=[C:10]([C:15]([OH:17])=O)[CH:9]=2)=[O:4].[C:24]([CH:28]1[CH2:33][CH2:32][CH:31]([NH2:34])[CH2:30][CH2:29]1)([CH3:27])([CH3:26])[CH3:25].CN(C(ON1N=NC2C=CC=CC1=2)=[N+](C)C)C.F[P-](F)(F)(F)(F)F.CCN(C(C)C)C(C)C.